Dataset: Catalyst prediction with 721,799 reactions and 888 catalyst types from USPTO. Task: Predict which catalyst facilitates the given reaction. Reactant: [C:1]([O:4][C@H:5]1[CH2:9][C@H:8]([N:10]2[C:14]3[N:15]=[CH:16][N:17]=[C:18]([NH:19][C@@H:20]4[C:28]5[C:23](=[CH:24][CH:25]=[CH:26][CH:27]=5)[CH2:22][CH2:21]4)[C:13]=3[CH:12]=[CH:11]2)[CH2:7][C@H:6]1[CH2:29][OH:30])(=[O:3])[CH3:2].Cl[S:32]([NH2:35])(=[O:34])=[O:33]. Product: [C:1]([O:4][C@H:5]1[CH2:9][C@H:8]([N:10]2[C:14]3[N:15]=[CH:16][N:17]=[C:18]([NH:19][C@@H:20]4[C:28]5[C:23](=[CH:24][CH:25]=[CH:26][CH:27]=5)[CH2:22][CH2:21]4)[C:13]=3[CH:12]=[CH:11]2)[CH2:7][C@H:6]1[CH2:29][O:30][S:32]([NH2:35])(=[O:34])=[O:33])(=[O:3])[CH3:2]. The catalyst class is: 751.